From a dataset of Full USPTO retrosynthesis dataset with 1.9M reactions from patents (1976-2016). Predict the reactants needed to synthesize the given product. Given the product [CH:1]1[C:10]2[C:5](=[CH:6][CH:7]=[CH:8][CH:9]=2)[CH:4]=[CH:3][C:2]=1[C:11]([NH:13][C:14]1[N:19]=[CH:18][C:17]([CH2:20][N:21]2[C:29]3[C:24](=[CH:25][CH:26]=[CH:27][CH:28]=3)[C:23]([CH2:30][C:31]([OH:33])=[O:32])=[N:22]2)=[CH:16][CH:15]=1)=[O:12], predict the reactants needed to synthesize it. The reactants are: [CH:1]1[C:10]2[C:5](=[CH:6][CH:7]=[CH:8][CH:9]=2)[CH:4]=[CH:3][C:2]=1[C:11]([NH:13][C:14]1[N:19]=[CH:18][C:17]([CH2:20][N:21]2[C:29]3[C:24](=[CH:25][CH:26]=[CH:27][CH:28]=3)[C:23]([CH2:30][C:31]([O:33]CC)=[O:32])=[N:22]2)=[CH:16][CH:15]=1)=[O:12].O.[OH-].[Li+].O.Cl.